The task is: Predict the reactants needed to synthesize the given product.. This data is from Full USPTO retrosynthesis dataset with 1.9M reactions from patents (1976-2016). (1) Given the product [O:50]=[C:49]([N:51]1[CH2:52][CH2:53][N:54]([C:57](=[O:68])[C:58]2[CH:63]=[CH:62][CH:61]=[CH:60][C:59]=2[C:64]([F:67])([F:66])[F:65])[CH2:55][CH2:56]1)[CH2:48][NH:47][C:32]([C:29]1[CH:28]=[C:27]([C:21]2[CH:22]=[CH:23][CH:24]=[CH:25][CH:26]=2)[NH:31][N:30]=1)=[O:34], predict the reactants needed to synthesize it. The reactants are: C1C=CC2N(O)N=NC=2C=1.CCN(C(C)C)C(C)C.Cl.[C:21]1([C:27]2[NH:31][N:30]=[C:29]([C:32]([OH:34])=O)[CH:28]=2)[CH:26]=[CH:25][CH:24]=[CH:23][CH:22]=1.CCN=C=NCCCN(C)C.Cl.[NH2:47][CH2:48][C:49]([N:51]1[CH2:56][CH2:55][N:54]([C:57](=[O:68])[C:58]2[CH:63]=[CH:62][CH:61]=[CH:60][C:59]=2[C:64]([F:67])([F:66])[F:65])[CH2:53][CH2:52]1)=[O:50]. (2) Given the product [Br:1][C:2]1[CH:3]=[CH:4][C:5]([F:10])=[C:6]([CH:7]2[O:13][CH2:12][CH2:11][O:8]2)[CH:9]=1, predict the reactants needed to synthesize it. The reactants are: [Br:1][C:2]1[CH:3]=[CH:4][C:5]([F:10])=[C:6]([CH:9]=1)[CH:7]=[O:8].[CH2:11](O)[CH2:12][OH:13].C1(C)C=CC(S(O)(=O)=O)=CC=1. (3) Given the product [CH3:2][N:3]([CH3:25])[CH2:4][CH:5]=[CH:61][C:59]1[S:60][C:56]([C:55]2[C:54]3[C:49](=[CH:50][CH:51]=[CH:52][CH:53]=3)[C:48](=[O:63])[O:47][C:46]=2[CH:44]([OH:43])[CH3:45])=[CH:57][CH:58]=1, predict the reactants needed to synthesize it. The reactants are: [Br-].[CH3:2][N:3]([CH3:25])[CH2:4][CH2:5][P+](C1C=CC=CC=1)(C1C=CC=CC=1)C1C=CC=CC=1.C[Si]([N-][Si](C)(C)C)(C)C.[K+].C1(C)C=CC=CC=1.[OH:43][CH:44]([C:46]1[O:47][C:48](=[O:63])[C:49]2[C:54]([C:55]=1[C:56]1[S:60][C:59]([CH:61]=O)=[CH:58][CH:57]=1)=[CH:53][CH:52]=[CH:51][CH:50]=2)[CH3:45].[NH4+].[Cl-]. (4) Given the product [CH3:1][O:2][N:3]=[C:4]1[C:9]2[CH:14]=[CH:13][CH:12]=[CH:11][C:10]=2[O:15][C:5]1=[N:6][OH:7], predict the reactants needed to synthesize it. The reactants are: [CH3:1][O:2][N:3]=[C:4]([C:9]1[CH:14]=[CH:13][CH:12]=[CH:11][C:10]=1[OH:15])[CH2:5][N+:6]([O-])=[O:7].C(=O)(O)[O-].[Na+]. (5) Given the product [Cl:33][C:34]1[CH:41]=[CH:40][CH:39]=[CH:38][C:35]=1[CH2:36][NH:37][C:28]([C:23]1[CH:24]=[N:25][C:26]2[C:21]([CH:22]=1)=[CH:20][CH:19]=[C:18]([NH:17][C:15]([C:10]1[C:9]([C:6]3[CH:5]=[CH:4][C:3]([C:2]([F:31])([F:32])[F:1])=[CH:8][CH:7]=3)=[CH:14][CH:13]=[CH:12][CH:11]=1)=[O:16])[CH:27]=2)=[O:29], predict the reactants needed to synthesize it. The reactants are: [F:1][C:2]([F:32])([F:31])[C:3]1[CH:8]=[CH:7][C:6]([C:9]2[C:10]([C:15]([NH:17][C:18]3[CH:27]=[C:26]4[C:21]([CH:22]=[C:23]([C:28](O)=[O:29])[CH:24]=[N:25]4)=[CH:20][CH:19]=3)=[O:16])=[CH:11][CH:12]=[CH:13][CH:14]=2)=[CH:5][CH:4]=1.[Cl:33][C:34]1[CH:41]=[CH:40][CH:39]=[CH:38][C:35]=1[CH2:36][NH2:37].Cl.CN(C)CCCN=C=NCC.ON1C2C=CC=CC=2N=N1.C(N(CC)CC)C. (6) Given the product [Br:15][C:5]1[C:4]([CH3:9])=[N:3][N:2]([CH3:1])[C:6]=1[CH2:7][OH:8], predict the reactants needed to synthesize it. The reactants are: [CH3:1][N:2]1[C:6]([CH2:7][OH:8])=[CH:5][C:4]([CH3:9])=[N:3]1.C(=O)(O)[O-].[Na+].[Br:15]Br. (7) Given the product [Cl:11][C:9]1[C:10]2[C:2]([C:23]([C:17]3[CH:22]=[CH:21][CH:20]=[CH:19][CH:18]=3)=[O:24])=[CH:3][NH:4][C:5]=2[N:6]=[CH:7][N:8]=1, predict the reactants needed to synthesize it. The reactants are: Br[C:2]1[C:10]2[C:9]([Cl:11])=[N:8][CH:7]=[N:6][C:5]=2[NH:4][CH:3]=1.[Li]CCCC.[C:17]1([C:23](Cl)=[O:24])[CH:22]=[CH:21][CH:20]=[CH:19][CH:18]=1.O. (8) Given the product [CH2:26]([NH:33][CH2:2][CH2:1][NH:8][C:9]([C:11]1[S:12][CH:13]=[CH:14][C:15]=1[NH:16][C:17]1[C:18]2[CH:25]=[CH:24][NH:23][C:19]=2[N:20]=[CH:21][N:22]=1)=[O:10])[C:27]1[CH:32]=[CH:31][CH:30]=[CH:29][CH:28]=1, predict the reactants needed to synthesize it. The reactants are: [CH2:1]([NH:8][C:9]([C:11]1[S:12][CH:13]=[CH:14][C:15]=1[NH:16][C:17]1[C:18]2[CH:25]=[CH:24][NH:23][C:19]=2[N:20]=[CH:21][N:22]=1)=[O:10])[C:2]1C=CC=CC=1.[CH2:26]([NH:33]CCN)[C:27]1[CH:32]=[CH:31][CH:30]=[CH:29][CH:28]=1. (9) Given the product [C:20]([O:19][C:17]([N:6]1[CH2:7][CH2:8][CH:3]([CH2:2][NH2:1])[CH2:4][CH2:5]1)=[O:18])([CH3:23])([CH3:22])[CH3:21], predict the reactants needed to synthesize it. The reactants are: [NH2:1][CH2:2][CH:3]1[CH2:8][CH2:7][NH:6][CH2:5][CH2:4]1.C(=O)C1C=CC=CC=1.[C:17](O[C:17]([O:19][C:20]([CH3:23])([CH3:22])[CH3:21])=[O:18])([O:19][C:20]([CH3:23])([CH3:22])[CH3:21])=[O:18].